This data is from Catalyst prediction with 721,799 reactions and 888 catalyst types from USPTO. The task is: Predict which catalyst facilitates the given reaction. Reactant: [CH:1]1[C:13]2[CH:12]([CH2:14][O:15][C:16]([NH:18][C@H:19]([C:23]([N:25]([CH3:38])[C@@H:26]([C@@H:34]([CH3:37])[CH2:35][CH3:36])[C@H:27]([O:32][CH3:33])[CH2:28][C:29]([OH:31])=[O:30])=[O:24])[CH:20]([CH3:22])[CH3:21])=[O:17])[C:11]3[C:6](=[CH:7][CH:8]=[CH:9][CH:10]=3)[C:5]=2[CH:4]=[CH:3][CH:2]=1.N1C=CC=CC=1.FC(F)(F)C(O[C:50]1[C:55]([F:56])=[C:54]([F:57])[C:53]([F:58])=[C:52]([F:59])[C:51]=1[F:60])=O. Product: [CH:1]1[C:13]2[CH:12]([CH2:14][O:15][C:16]([NH:18][C@H:19]([C:23]([N:25]([CH3:38])[C@@H:26]([C@@H:34]([CH3:37])[CH2:35][CH3:36])[C@H:27]([O:32][CH3:33])[CH2:28][C:29]([O:31][C:50]3[C:51]([F:60])=[C:52]([F:59])[C:53]([F:58])=[C:54]([F:57])[C:55]=3[F:56])=[O:30])=[O:24])[CH:20]([CH3:22])[CH3:21])=[O:17])[C:11]3[C:6](=[CH:7][CH:8]=[CH:9][CH:10]=3)[C:5]=2[CH:4]=[CH:3][CH:2]=1. The catalyst class is: 4.